Dataset: Reaction yield outcomes from USPTO patents with 853,638 reactions. Task: Predict the reaction yield, written as a fraction of the theoretical maximum amount of product (1.0 means a 100% yield; for example, 0.34 means a 34% yield). (1) The reactants are [Cl:1][C:2]1[C:3]([N:8]2[CH:12]=[CH:11][C:10]([C:13]([F:16])([F:15])[F:14])=[N:9]2)=[N:4][CH:5]=[CH:6][CH:7]=1.C([Mg]Cl)(C)C.S(Cl)([Cl:24])=O.C(C[O:30][CH3:31])OC. The catalyst is O1CCCC1. The product is [Cl:1][C:2]1[C:3]([N:8]2[C:12]([C:31]([Cl:24])=[O:30])=[CH:11][C:10]([C:13]([F:16])([F:14])[F:15])=[N:9]2)=[N:4][CH:5]=[CH:6][CH:7]=1. The yield is 1.00. (2) The reactants are Br[C:2]1[CH:7]=[CH:6][C:5]([CH2:8][CH2:9][C:10]([O:12][CH2:13][CH3:14])=[O:11])=[C:4]([F:15])[CH:3]=1.CN(CCN(C)C)C.[CH3:24]/[C:25](/[C:29]#[CH:30])=[CH:26]/[CH2:27][OH:28]. The catalyst is O.[Cu]I.C(P(C(C)(C)C)C1N(C2C=CC=CC=2)C2C(C=1)=CC=CC=2)(C)(C)C. The product is [F:15][C:4]1[CH:3]=[C:2]([C:30]#[C:29]/[C:25](/[CH3:24])=[CH:26]\[CH2:27][OH:28])[CH:7]=[CH:6][C:5]=1[CH2:8][CH2:9][C:10]([O:12][CH2:13][CH3:14])=[O:11]. The yield is 0.750. (3) The reactants are Br[C:2]1[CH:10]=[CH:9][C:5]([C:6]([OH:8])=[O:7])=[CH:4][CH:3]=1.C([O-])([O-])=O.[Na+].[Na+].[Cl-].[Li+].[Cl:19][C:20]1[CH:25]=[CH:24][C:23](B(O)O)=[CH:22][CH:21]=1. The product is [Cl:19][C:20]1[CH:25]=[CH:24][C:23]([C:2]2[CH:10]=[CH:9][C:5]([C:6]([OH:8])=[O:7])=[CH:4][CH:3]=2)=[CH:22][CH:21]=1. The yield is 0.644. The catalyst is C1(C)C=CC=CC=1.CCO.[Pd].C1(P(C2C=CC=CC=2)C2C=CC=CC=2)C=CC=CC=1.C1(P(C2C=CC=CC=2)C2C=CC=CC=2)C=CC=CC=1.C1(P(C2C=CC=CC=2)C2C=CC=CC=2)C=CC=CC=1.C1(P(C2C=CC=CC=2)C2C=CC=CC=2)C=CC=CC=1. (4) The reactants are [N:1]([C:12]([CH3:14])=[O:13])([CH2:7]NC(C)=O)[CH2:2][NH:3][C:4]([CH3:6])=[O:5].C1[CH2:19][O:18]CC1.C=[O:21].[C:22]([OH:25])(=[O:24])[CH3:23]. No catalyst specified. The product is [C:12]([N:1]([CH2:2][C:19]([OH:18])=[O:21])[CH2:7][C:22]([OH:25])=[O:24])(=[O:13])[CH3:14].[C:4]([NH:3][CH2:23][C:22]([OH:25])=[O:24])(=[O:5])[CH3:6]. The yield is 0.850. (5) The reactants are [CH3:1][C@H:2]([NH2:11])[C@H:3]([OH:10])[C:4]1[CH:9]=[CH:8][CH:7]=[CH:6][CH:5]=1.I[C:13]1[CH:14]=[C:15]2[C:19](=[CH:20][CH:21]=1)[N:18]([C:22]1[CH:23]=[N:24][CH:25]=[CH:26][CH:27]=1)[N:17]=[CH:16]2.C(=O)([O-])[O-].[Cs+].[Cs+].C(#N)CCC. The catalyst is [Cu]I. The product is [N:24]1[CH:25]=[CH:26][CH:27]=[C:22]([N:18]2[C:19]3[C:15](=[CH:14][C:13]([O:10][C@H:3]([C:4]4[CH:5]=[CH:6][CH:7]=[CH:8][CH:9]=4)[C@H:2]([CH3:1])[NH2:11])=[CH:21][CH:20]=3)[CH:16]=[N:17]2)[CH:23]=1. The yield is 0.270.